This data is from Full USPTO retrosynthesis dataset with 1.9M reactions from patents (1976-2016). The task is: Predict the reactants needed to synthesize the given product. (1) Given the product [C:1]([Si:5]([O:8][C:9]1[CH:10]=[C:11]([F:16])[C:12]([B:26]2[O:30][C:29]([CH3:32])([CH3:31])[C:28]([CH3:34])([CH3:33])[O:27]2)=[C:13]([F:15])[CH:14]=1)([CH3:7])[CH3:6])([CH3:4])([CH3:2])[CH3:3], predict the reactants needed to synthesize it. The reactants are: [C:1]([Si:5]([O:8][C:9]1[CH:14]=[C:13]([F:15])[CH:12]=[C:11]([F:16])[CH:10]=1)([CH3:7])[CH3:6])([CH3:4])([CH3:3])[CH3:2].C([Li])CCC.C(O[B:26]1[O:30][C:29]([CH3:32])([CH3:31])[C:28]([CH3:34])([CH3:33])[O:27]1)(C)C. (2) Given the product [NH2:1][C:2]1[N:7]=[CH:6][N:5]=[C:4]([NH:8][C@H:9]([C:11]2[N:16]([C:17]3[CH:22]=[CH:21][CH:20]=[CH:19][CH:18]=3)[C:15](=[O:23])[C:14]3=[C:24]([CH3:27])[CH:25]=[CH:26][N:13]3[N:12]=2)[CH3:10])[C:3]=1[C:32]1[CH:33]=[C:34]([C:36]([F:39])([F:37])[F:38])[CH:35]=[C:30]([OH:29])[CH:31]=1, predict the reactants needed to synthesize it. The reactants are: [NH2:1][C:2]1[N:7]=[CH:6][N:5]=[C:4]([NH:8][C@H:9]([C:11]2[N:16]([C:17]3[CH:22]=[CH:21][CH:20]=[CH:19][CH:18]=3)[C:15](=[O:23])[C:14]3=[C:24]([CH3:27])[CH:25]=[CH:26][N:13]3[N:12]=2)[CH3:10])[C:3]=1Br.[OH:29][C:30]1[CH:31]=[C:32](B(O)O)[CH:33]=[C:34]([C:36]([F:39])([F:38])[F:37])[CH:35]=1.C(=O)([O-])[O-].[Na+].[Na+]. (3) The reactants are: [C:1]([N:4]([C:29]1[CH:34]=[CH:33][C:32]([Cl:35])=[CH:31][CH:30]=1)[C@H:5]1[C:14]2[C:9](=[CH:10][CH:11]=[CH:12][CH:13]=2)[N:8]([C:15]([C:17]2[CH:22]=[CH:21][C:20]([CH2:23][CH2:24][C:25]([OH:27])=O)=[CH:19][CH:18]=2)=[O:16])[C@@H:7]([CH3:28])[CH2:6]1)(=[O:3])[CH3:2].C(Cl)(=O)C([Cl:39])=O. Given the product [C:1]([N:4]([C:29]1[CH:30]=[CH:31][C:32]([Cl:35])=[CH:33][CH:34]=1)[C@H:5]1[C:14]2[C:9](=[CH:10][CH:11]=[CH:12][CH:13]=2)[N:8]([C:15]([C:17]2[CH:18]=[CH:19][C:20]([CH2:23][CH2:24][C:25]([Cl:39])=[O:27])=[CH:21][CH:22]=2)=[O:16])[C@@H:7]([CH3:28])[CH2:6]1)(=[O:3])[CH3:2], predict the reactants needed to synthesize it. (4) Given the product [F:1][C:2]1[CH:17]=[CH:16][C:5]([O:6][C:7]2[CH:15]=[CH:14][CH:13]=[CH:12][C:8]=2[C:9]([NH:28][CH3:27])=[O:11])=[C:4]([NH:18][C:19]([NH:21][C:22]2[S:23][CH:24]=[CH:25][N:26]=2)=[O:20])[CH:3]=1, predict the reactants needed to synthesize it. The reactants are: [F:1][C:2]1[CH:17]=[CH:16][C:5]([O:6][C:7]2[CH:15]=[CH:14][CH:13]=[CH:12][C:8]=2[C:9]([OH:11])=O)=[C:4]([NH:18][C:19]([NH:21][C:22]2[S:23][CH:24]=[CH:25][N:26]=2)=[O:20])[CH:3]=1.[CH3:27][NH2:28].C1COCC1. (5) Given the product [C:1]1([C:10]2[CH:15]=[CH:14][CH:13]=[CH:12][CH:11]=2)[CH:6]=[CH:5][CH:4]=[C:3]([CH2:7][OH:8])[CH:2]=1, predict the reactants needed to synthesize it. The reactants are: [C:1]1([C:10]2[CH:15]=[CH:14][CH:13]=[CH:12][CH:11]=2)[CH:6]=[CH:5][CH:4]=[C:3]([C:7](O)=[O:8])[CH:2]=1.[H-].[H-].[H-].[H-].[Li+].[Al+3].O.[OH-].[Na+]. (6) Given the product [NH2:39][C@@H:35]([CH2:34][C:31]1[CH:30]=[CH:29][C:28]([O:27][C:23]([CH3:26])([CH3:25])[CH3:24])=[CH:33][CH:32]=1)[C:36]([NH:1][C:2]1[CH:3]=[CH:4][C:5]([CH2:6][N:7]([CH:15]2[CH2:20][CH2:19][CH2:18][CH2:17][CH2:16]2)[C:8]([C:10]2[O:11][CH:12]=[CH:13][CH:14]=2)=[O:9])=[CH:21][CH:22]=1)=[O:37], predict the reactants needed to synthesize it. The reactants are: [NH2:1][C:2]1[CH:22]=[CH:21][C:5]([CH2:6][N:7]([CH:15]2[CH2:20][CH2:19][CH2:18][CH2:17][CH2:16]2)[C:8]([C:10]2[O:11][CH:12]=[CH:13][CH:14]=2)=[O:9])=[CH:4][CH:3]=1.[C:23]([O:27][C:28]1[CH:33]=[CH:32][C:31]([CH2:34][C@H:35]([NH:39]C(OCC2C3C=CC=CC=3C3C2=CC=CC=3)=O)[C:36](O)=[O:37])=[CH:30][CH:29]=1)([CH3:26])([CH3:25])[CH3:24]. (7) The reactants are: [CH3:1][C:2]1[N:3]([C:8]2[CH:12]=[C:11]([C:13](=[O:15])[CH3:14])[NH:10][N:9]=2)[C:4]([CH3:7])=[CH:5][CH:6]=1.[Br:16][CH2:17][CH2:18]Br.C([O-])([O-])=O.[K+].[K+]. Given the product [Br:16][CH2:17][CH2:18][N:10]1[C:11]([C:13](=[O:15])[CH3:14])=[CH:12][C:8]([N:3]2[C:2]([CH3:1])=[CH:6][CH:5]=[C:4]2[CH3:7])=[N:9]1, predict the reactants needed to synthesize it. (8) Given the product [CH3:11][C:10]1[NH:19][C:4]2[CH2:3][C:2]([CH3:14])([CH3:1])[CH2:7][C:6](=[O:8])[C:5]=2[CH:9]=1, predict the reactants needed to synthesize it. The reactants are: [CH3:1][C:2]1([CH3:14])[CH2:7][C:6](=[O:8])[CH:5]([CH2:9][C:10](=O)[CH3:11])[C:4](=O)[CH2:3]1.C([O-])(=O)C.[NH4+:19].O.